Task: Predict the product of the given reaction.. Dataset: Forward reaction prediction with 1.9M reactions from USPTO patents (1976-2016) (1) Given the reactants [Cl:1][C:2]1[CH:7]=[C:6]([Cl:8])[CH:5]=[CH:4][C:3]=1[C@H:9]1[C:14]([C:15]([O:17][C@H:18]([CH3:24])[C:19]([O:21][CH2:22][CH3:23])=[O:20])=[O:16])=[C:13]([CH2:25]Br)[NH:12][C:11]([C:27]2[S:28][CH:29]=[CH:30][N:31]=2)=[N:10]1.[NH:32]1[CH2:37][CH2:36][O:35][CH2:34][CH2:33]1, predict the reaction product. The product is: [Cl:1][C:2]1[CH:7]=[C:6]([Cl:8])[CH:5]=[CH:4][C:3]=1[C@H:9]1[C:14]([C:15]([O:17][C@H:18]([CH3:24])[C:19]([O:21][CH2:22][CH3:23])=[O:20])=[O:16])=[C:13]([CH2:25][N:32]2[CH2:37][CH2:36][O:35][CH2:34][CH2:33]2)[NH:12][C:11]([C:27]2[S:28][CH:29]=[CH:30][N:31]=2)=[N:10]1. (2) Given the reactants [B:10]1([B:10]2[O:14][C:13]([CH3:16])([CH3:15])[C:12]([CH3:18])([CH3:17])[O:11]2)[O:14][C:13]([CH3:16])([CH3:15])[C:12]([CH3:18])([CH3:17])[O:11]1.[C:19]([C:23]1[CH:28]=[CH:27][CH:26]=[C:25]([C:29]([CH3:32])([CH3:31])[CH3:30])[N:24]=1)([CH3:22])([CH3:21])[CH3:20], predict the reaction product. The product is: [C:19]([C:23]1[CH:28]=[C:27]([B:10]2[O:11][C:12]([CH3:17])([CH3:18])[C:13]([CH3:15])([CH3:16])[O:14]2)[CH:26]=[C:25]([C:29]([CH3:32])([CH3:31])[CH3:30])[N:24]=1)([CH3:22])([CH3:21])[CH3:20]. (3) Given the reactants [OH:1][C:2]1[CH:10]=[C:9]2[C:5]([CH:6]=[CH:7][NH:8]2)=[CH:4][CH:3]=1.C([O-])([O-])=O.[K+].[K+].C1(=O)O[CH2:20][CH2:19][O:18]1, predict the reaction product. The product is: [NH:8]1[C:9]2[C:5](=[CH:4][CH:3]=[C:2]([O:1][CH2:20][CH2:19][OH:18])[CH:10]=2)[CH:6]=[CH:7]1. (4) The product is: [C:22]([NH:25][C:26]1[CH:34]=[CH:33][C:29]([C:30]([NH:18][C:14]2[N:13]3[CH2:19][CH2:20][N:21]=[C:12]3[C:11]3[CH:10]=[CH:9][C:8]([N:2]4[CH2:7][CH2:6][O:5][CH2:4][CH2:3]4)=[CH:17][C:16]=3[N:15]=2)=[O:31])=[CH:28][N:27]=1)(=[O:24])[CH3:23]. Given the reactants Br.[N:2]1([C:8]2[CH:9]=[CH:10][C:11]3[C:12]4[N:13]([CH2:19][CH2:20][N:21]=4)[C:14]([NH2:18])=[N:15][C:16]=3[CH:17]=2)[CH2:7][CH2:6][O:5][CH2:4][CH2:3]1.[C:22]([NH:25][C:26]1[CH:34]=[CH:33][C:29]([C:30](O)=[O:31])=[CH:28][N:27]=1)(=[O:24])[CH3:23].C(N(CC)C(C)C)(C)C.C([O-])(O)=O.[Na+], predict the reaction product. (5) Given the reactants [CH3:1][CH:2]([CH3:24])[CH2:3][C@H:4]([NH:12][C:13]([C:15]1[S:16][C:17]2[CH:23]=[CH:22][CH:21]=[CH:20][C:18]=2[CH:19]=1)=[O:14])[C:5]([NH:7][CH2:8][CH2:9][CH:10]=O)=[O:6].[CH:25]1([NH2:28])[CH2:27][CH2:26]1.[BH-](OC(C)=O)(OC(C)=O)OC(C)=O.[Na+].Cl.O1CCOCC1, predict the reaction product. The product is: [CH:25]1([NH:28][CH2:10][CH2:9][CH2:8][NH:7][C:5]([C@@H:4]([NH:12][C:13]([C:15]2[S:16][C:17]3[CH:23]=[CH:22][CH:21]=[CH:20][C:18]=3[CH:19]=2)=[O:14])[CH2:3][CH:2]([CH3:24])[CH3:1])=[O:6])[CH2:27][CH2:26]1. (6) Given the reactants [CH3:1][O:2][C:3]1[CH:4]=[C:5]([CH:9]=[CH:10][CH:11]=1)[C:6](Cl)=[O:7].[CH3:12][O:13][C:14]1[CH:19]=[CH:18][CH:17]=[CH:16][C:15]=1[O:20][CH3:21].[Cl-].[Al+3].[Cl-].[Cl-].COC1C=C(C(C2C=CC(OC)=CC=2)=CC#N)C=CC=1OC, predict the reaction product. The product is: [CH3:12][O:13][C:14]1[CH:19]=[C:18]([C:6]([C:5]2[CH:9]=[CH:10][CH:11]=[C:3]([O:2][CH3:1])[CH:4]=2)=[O:7])[CH:17]=[CH:16][C:15]=1[O:20][CH3:21]. (7) Given the reactants [C:1]([C:3]1([N:7]2[C:15]3[C:10](=[CH:11][CH:12]=[C:13]([C:16]([O:18][CH2:19][CH3:20])=[O:17])[CH:14]=3)[CH:9]=[C:8]2[C:21](OCC)=[O:22])[CH2:6][CH2:5][CH2:4]1)#[N:2].CO.[BH4-].[Na+], predict the reaction product. The product is: [O:22]=[C:21]1[C:8]2=[CH:9][C:10]3[CH:11]=[CH:12][C:13]([C:16]([O:18][CH2:19][CH3:20])=[O:17])=[CH:14][C:15]=3[N:7]2[C:3]2([CH2:4][CH2:5][CH2:6]2)[CH2:1][NH:2]1. (8) Given the reactants [Cl:1][C:2]1[CH:3]=[C:4]2[C:9](=[CH:10][CH:11]=1)[N:8]=[C:7]([CH3:12])[NH:6][C:5]2=[O:13].[CH3:14][O:15][C:16]1[CH:23]=[CH:22][C:19]([CH:20]=O)=[CH:18][CH:17]=1, predict the reaction product. The product is: [Cl:1][C:2]1[CH:3]=[C:4]2[C:9](=[CH:10][CH:11]=1)[N:8]=[C:7](/[CH:12]=[CH:20]/[C:19]1[CH:22]=[CH:23][C:16]([O:15][CH3:14])=[CH:17][CH:18]=1)[NH:6][C:5]2=[O:13]. (9) The product is: [NH2:23][C:20]1[N:21]=[CH:22][C:17]([C:3]2[CH:4]=[CH:5][C:6]([C:25]3[CH:30]=[CH:29][CH:28]=[CH:27][C:26]=3[NH:31][S:32]([N:35]3[CH2:39][CH2:38][CH2:37][CH2:36]3)(=[O:34])=[O:33])=[CH:7][C:2]=2[F:1])=[CH:18][N:19]=1. Given the reactants [F:1][C:2]1[CH:7]=[C:6](B2OC(C)(C)C(C)(C)O2)[CH:5]=[CH:4][C:3]=1[C:17]1[CH:18]=[N:19][C:20]([NH2:23])=[N:21][CH:22]=1.Br[C:25]1[CH:30]=[CH:29][CH:28]=[CH:27][C:26]=1[NH:31][S:32]([N:35]1[CH2:39][CH2:38][CH2:37][CH2:36]1)(=[O:34])=[O:33], predict the reaction product.